Task: Predict the reactants needed to synthesize the given product.. Dataset: Full USPTO retrosynthesis dataset with 1.9M reactions from patents (1976-2016) Given the product [Cl:16][C:6]1[C:5]([O:17][CH3:18])=[C:4]([CH:9]=[C:8]([O:10][CH2:11][CH:12]=[C:13]([Cl:14])[Cl:15])[CH:7]=1)[C:3]([OH:19])=[O:2], predict the reactants needed to synthesize it. The reactants are: C[O:2][C:3](=[O:19])[C:4]1[CH:9]=[C:8]([O:10][CH2:11][CH:12]=[C:13]([Cl:15])[Cl:14])[CH:7]=[C:6]([Cl:16])[C:5]=1[O:17][CH3:18].[OH-].[Na+].